From a dataset of Forward reaction prediction with 1.9M reactions from USPTO patents (1976-2016). Predict the product of the given reaction. (1) Given the reactants Br[C:2]1[CH:3]=[C:4]([C:8]2[CH:9]=[C:10]3[C:15](=[C:16]([NH2:18])[N:17]=2)[CH:14]=[N:13][C:12]2[CH:19]=[C:20]([O:25][CH3:26])[C:21]([O:23][CH3:24])=[CH:22][C:11]3=2)[CH:5]=[N:6][CH:7]=1.[CH3:27][O:28][C:29]1[CH:34]=[CH:33][CH:32]=[C:31]([NH2:35])[CH:30]=1.[O-]P([O-])([O-])=O.[K+].[K+].[K+].C1(P(C2CCCCC2)C2C=CC=CC=2C2C=CC=CC=2N(C)C)CCCCC1, predict the reaction product. The product is: [CH3:26][O:25][C:20]1[C:21]([O:23][CH3:24])=[CH:22][C:11]2[C:10]3[C:15](=[C:16]([NH2:18])[N:17]=[C:8]([C:4]4[CH:5]=[N:6][CH:7]=[C:2]([NH:35][C:31]5[CH:32]=[CH:33][CH:34]=[C:29]([O:28][CH3:27])[CH:30]=5)[CH:3]=4)[CH:9]=3)[CH:14]=[N:13][C:12]=2[CH:19]=1. (2) Given the reactants [Cl:1][C:2]1[CH:3]=[C:4]([C:12]2[CH:17]=[CH:16][C:15]([F:18])=[C:14]([F:19])[CH:13]=2)[C:5]2[N:6]([N:8]=[C:9]([NH2:11])[N:10]=2)[CH:7]=1.Br[C:21]1[CH:26]=[CH:25][C:24]([N:27]2[CH:31]=[C:30]([CH3:32])[N:29]=[CH:28]2)=[C:23]([O:33][CH3:34])[CH:22]=1.C(Cl)Cl, predict the reaction product. The product is: [Cl:1][C:2]1[CH:3]=[C:4]([C:12]2[CH:17]=[CH:16][C:15]([F:18])=[C:14]([F:19])[CH:13]=2)[C:5]2[N:6]([N:8]=[C:9]([NH:11][C:21]3[CH:26]=[CH:25][C:24]([N:27]4[CH:31]=[C:30]([CH3:32])[N:29]=[CH:28]4)=[C:23]([O:33][CH3:34])[CH:22]=3)[N:10]=2)[CH:7]=1. (3) Given the reactants [Br:1][C:2]1[CH:3]=[C:4]([NH:10][C:11]2[CH:20]=[CH:19][C:18]3[CH2:17][N:16](C(OC(C)(C)C)=O)[CH2:15][CH2:14][C:13]=3[N:12]=2)[C:5](=[O:9])[N:6]([CH3:8])[CH:7]=1.Cl, predict the reaction product. The product is: [Br:1][C:2]1[CH:3]=[C:4]([NH:10][C:11]2[CH:20]=[CH:19][C:18]3[CH2:17][NH:16][CH2:15][CH2:14][C:13]=3[N:12]=2)[C:5](=[O:9])[N:6]([CH3:8])[CH:7]=1.